From a dataset of Catalyst prediction with 721,799 reactions and 888 catalyst types from USPTO. Predict which catalyst facilitates the given reaction. (1) Reactant: Cl.[CH3:2][O:3][C:4](=[NH:6])[NH2:5].[C:7](OC)(=[O:13])[CH2:8][C:9](OC)=[O:10].C[O-].[Na+]. Product: [CH3:2][O:3][C:4]1[N:5]=[C:9]([OH:10])[CH:8]=[C:7]([OH:13])[N:6]=1. The catalyst class is: 5. (2) Reactant: Cl[C:2]1[C:7]([C:8]#[N:9])=[C:6]([NH:10][CH2:11][CH:12]2[CH2:14][CH2:13]2)[N:5]=[C:4]([NH:15][CH2:16][CH2:17][OH:18])[N:3]=1.[C:19]1([CH:25]2[CH2:30][CH2:29][NH:28][CH2:27][CH2:26]2)[CH:24]=[CH:23][CH:22]=[CH:21][CH:20]=1.C(N(C(C)C)C(C)C)C. Product: [CH:12]1([CH2:11][NH:10][C:6]2[C:7]([C:8]#[N:9])=[C:2]([N:28]3[CH2:29][CH2:30][CH:25]([C:19]4[CH:24]=[CH:23][CH:22]=[CH:21][CH:20]=4)[CH2:26][CH2:27]3)[N:3]=[C:4]([NH:15][CH2:16][CH2:17][OH:18])[N:5]=2)[CH2:14][CH2:13]1. The catalyst class is: 12. (3) Reactant: [CH:1]([C:4]1[CH:9]=[CH:8][CH:7]=[CH:6][N+:5]=1[O-])([CH3:3])[CH3:2].[C:11]([Si](C)(C)C)#[N:12].C(N(CC)C(Cl)=O)C.C(=O)([O-])[O-].[K+].[K+]. Product: [C:11]([C:6]1[CH:7]=[CH:8][CH:9]=[C:4]([CH:1]([CH3:3])[CH3:2])[N:5]=1)#[N:12]. The catalyst class is: 26. (4) Reactant: Cl[C:2]([O:4][CH:5]([Cl:7])[CH3:6])=[O:3].[CH2:8]([SH:10])[CH3:9].C(N(CC)CC)C. Product: [C:2](=[O:3])([S:10][CH2:8][CH3:9])[O:4][CH:5]([Cl:7])[CH3:6]. The catalyst class is: 27. (5) Reactant: [CH2:1]([N:3]([C@H:46]1[CH2:51][CH2:50][C@H:49]([C:52]([O:54]C)=[O:53])[CH2:48][CH2:47]1)[S:4]([C:7]1[CH:8]=[C:9]([CH:43]=[CH:44][CH:45]=1)[C:10]([NH:12][C:13]1[S:14][C:15]2[CH2:42][CH2:41][CH2:40][CH2:39][C:16]=2[C:17]=1[C:18]([NH:20][C:21]1[CH:26]=[CH:25][C:24]([CH2:27][CH2:28][C:29]2[CH:38]=[CH:37][C:32]([C:33]([O:35]C)=[O:34])=[CH:31][CH:30]=2)=[CH:23][CH:22]=1)=[O:19])=[O:11])(=[O:6])=[O:5])[CH3:2].[OH-].[Na+]. Product: [C:52]([C@H:49]1[CH2:50][CH2:51][C@H:46]([N:3]([CH2:1][CH3:2])[S:4]([C:7]2[CH:8]=[C:9]([CH:43]=[CH:44][CH:45]=2)[C:10]([NH:12][C:13]2[S:14][C:15]3[CH2:42][CH2:41][CH2:40][CH2:39][C:16]=3[C:17]=2[C:18]([NH:20][C:21]2[CH:26]=[CH:25][C:24]([CH2:27][CH2:28][C:29]3[CH:30]=[CH:31][C:32]([C:33]([OH:35])=[O:34])=[CH:37][CH:38]=3)=[CH:23][CH:22]=2)=[O:19])=[O:11])(=[O:6])=[O:5])[CH2:47][CH2:48]1)([OH:54])=[O:53]. The catalyst class is: 8. (6) The catalyst class is: 2. Product: [F:1][C:2]([F:15])([F:14])[S:3]([O:6][CH2:17][C@@H:18]1[CH2:19][CH2:20][C:21](=[O:23])[O:22]1)(=[O:5])=[O:4]. Reactant: [F:1][C:2]([F:15])([F:14])[S:3]([O:6]S(C(F)(F)F)(=O)=O)(=[O:5])=[O:4].O[CH2:17][C@H:18]1[O:22][C:21](=[O:23])[CH2:20][CH2:19]1.N1C(C)=CC=CC=1C. (7) Reactant: N[C:2]1[C:6]([C@H:7]2[C:11]([CH3:12])=[CH:10][CH:9]([CH2:13][O:14][C:15]([C:28]3[CH:33]=[CH:32][CH:31]=[CH:30][CH:29]=3)([C:22]3[CH:27]=[CH:26][CH:25]=[CH:24][CH:23]=3)[C:16]3[CH:21]=[CH:20][CH:19]=[CH:18][CH:17]=3)[O:8]2)=[CH:5][O:4][C:3]=1[C:34]#[N:35].C(O)(=O)C.[CH:40]([NH2:42])=[NH:41]. Product: [CH3:12][C:11]1[C@H:7]([C:6]2[C:2]3[N:41]=[CH:40][N:42]=[C:34]([NH2:35])[C:3]=3[O:4][CH:5]=2)[O:8][CH:9]([CH2:13][O:14][C:15]([C:16]2[CH:17]=[CH:18][CH:19]=[CH:20][CH:21]=2)([C:28]2[CH:33]=[CH:32][CH:31]=[CH:30][CH:29]=2)[C:22]2[CH:23]=[CH:24][CH:25]=[CH:26][CH:27]=2)[CH:10]=1. The catalyst class is: 14. (8) Reactant: [F:1][C:2]([F:14])([F:13])[C:3]1[C:7]([C:8]([O:10][CH2:11][CH3:12])=[O:9])=[CH:6][NH:5][N:4]=1.[H-].[Na+].F[C:18]1[CH:25]=[CH:24][C:21]([C:22]#[N:23])=[CH:20][CH:19]=1. Product: [C:22]([C:21]1[CH:24]=[CH:25][C:18]([N:5]2[CH:6]=[C:7]([C:8]([O:10][CH2:11][CH3:12])=[O:9])[C:3]([C:2]([F:1])([F:13])[F:14])=[N:4]2)=[CH:19][CH:20]=1)#[N:23]. The catalyst class is: 3. (9) Reactant: [CH:1]1([N:4]([CH2:18][C:19]2[O:23][CH:22]=[C:21]([C:24]([OH:26])=O)[CH:20]=2)[S:5]([C:8]2[C:13]([CH3:14])=[CH:12][C:11]([O:15][CH3:16])=[CH:10][C:9]=2[CH3:17])(=[O:7])=[O:6])[CH2:3][CH2:2]1.CCN=C=NCCCN(C)C.C1C=CC2N(O)N=NC=2C=1.CCN(C(C)C)C(C)C.Cl.Cl.[CH3:59][NH:60][CH2:61][C:62]1[CH:74]=[CH:73][C:65]([CH2:66][N:67]2[CH2:71][CH2:70][CH:69]([OH:72])[CH2:68]2)=[CH:64][CH:63]=1. Product: [CH:1]1([N:4]([CH2:18][C:19]2[O:23][CH:22]=[C:21]([C:24]([N:60]([CH2:61][C:62]3[CH:74]=[CH:73][C:65]([CH2:66][N:67]4[CH2:71][CH2:70][CH:69]([OH:72])[CH2:68]4)=[CH:64][CH:63]=3)[CH3:59])=[O:26])[CH:20]=2)[S:5]([C:8]2[C:9]([CH3:17])=[CH:10][C:11]([O:15][CH3:16])=[CH:12][C:13]=2[CH3:14])(=[O:7])=[O:6])[CH2:3][CH2:2]1. The catalyst class is: 2. (10) Reactant: C(P(CCCC)CCCC)CCC.[CH3:14][O:15][C:16](=[O:30])[CH2:17][C:18]1[C:22]2[C:23]([Cl:29])=[CH:24][C:25]([OH:28])=[C:26]([Cl:27])[C:21]=2[S:20][CH:19]=1.[CH3:31][N:32]1[C:36]([CH2:37]O)=[CH:35][C:34]([C:39]([F:42])([F:41])[F:40])=[N:33]1.C1CCN(C(N=NC(N2CCCCC2)=O)=O)CC1. The catalyst class is: 1. Product: [CH3:14][O:15][C:16](=[O:30])[CH2:17][C:18]1[C:22]2[C:23]([Cl:29])=[CH:24][C:25]([O:28][CH2:37][C:36]3[N:32]([CH3:31])[N:33]=[C:34]([C:39]([F:42])([F:40])[F:41])[CH:35]=3)=[C:26]([Cl:27])[C:21]=2[S:20][CH:19]=1.